Dataset: Catalyst prediction with 721,799 reactions and 888 catalyst types from USPTO. Task: Predict which catalyst facilitates the given reaction. (1) Reactant: [Br-].C([N+:9]1[CH:14]=[CH:13][C:12]([O:15][CH:16]2[CH2:21][CH2:20][N:19]([C:22]([O:24][C:25]([CH3:28])([CH3:27])[CH3:26])=[O:23])[CH2:18][CH2:17]2)=[CH:11][CH:10]=1)C1C=CC=CC=1.[BH4-].[Li+].C(O)=O.C([O-])=O.[NH4+]. Product: [NH:9]1[CH2:10][CH2:11][CH:12]([O:15][CH:16]2[CH2:17][CH2:18][N:19]([C:22]([O:24][C:25]([CH3:28])([CH3:27])[CH3:26])=[O:23])[CH2:20][CH2:21]2)[CH2:13][CH2:14]1. The catalyst class is: 19. (2) Reactant: [Cl:1][C:2]1[C:7]([Cl:8])=[CH:6][CH:5]=[CH:4][C:3]=1B(O)O.Br[C:13]1[CH:14]=[C:15]([CH:19]2[CH2:21][CH:20]2[C:22]([O:24][CH3:25])=[O:23])[CH:16]=[N:17][CH:18]=1.C(Cl)Cl.C([O-])([O-])=O.[Na+].[Na+]. Product: [Cl:1][C:2]1[C:7]([Cl:8])=[CH:6][CH:5]=[CH:4][C:3]=1[C:13]1[CH:14]=[C:15]([CH:19]2[CH2:21][CH:20]2[C:22]([O:24][CH3:25])=[O:23])[CH:16]=[N:17][CH:18]=1. The catalyst class is: 151.